Dataset: Forward reaction prediction with 1.9M reactions from USPTO patents (1976-2016). Task: Predict the product of the given reaction. Given the reactants [OH:1][C:2]1([C:8]([O:10][CH3:11])=[O:9])[CH2:7][CH2:6][NH:5][CH2:4][CH2:3]1.C(N(CC)CC)C.[C:19](O[C:19]([O:21][C:22]([CH3:25])([CH3:24])[CH3:23])=[O:20])([O:21][C:22]([CH3:25])([CH3:24])[CH3:23])=[O:20].CO, predict the reaction product. The product is: [OH:1][C:2]1([C:8]([O:10][CH3:11])=[O:9])[CH2:3][CH2:4][N:5]([C:19]([O:21][C:22]([CH3:25])([CH3:24])[CH3:23])=[O:20])[CH2:6][CH2:7]1.